From a dataset of Forward reaction prediction with 1.9M reactions from USPTO patents (1976-2016). Predict the product of the given reaction. The product is: [CH3:19][CH:18]([CH3:20])[CH2:17][N:16]([CH2:21][C:22]1[S:26][C:25]([Cl:27])=[N:24][C:23]=1[Cl:28])[CH:13]1[CH2:14][CH2:15][NH:10][CH2:11][CH2:12]1. Given the reactants O.Cl.C(OC([N:10]1[CH2:15][CH2:14][CH:13]([N:16]([CH2:21][C:22]2[S:26][C:25]([Cl:27])=[N:24][C:23]=2[Cl:28])[CH2:17][CH:18]([CH3:20])[CH3:19])[CH2:12][CH2:11]1)=O)(C)(C)C, predict the reaction product.